Predict the reactants needed to synthesize the given product. From a dataset of Full USPTO retrosynthesis dataset with 1.9M reactions from patents (1976-2016). (1) Given the product [CH2:22]([O:29][C:30]([NH:32][C:33]1[NH:34][C:35](=[O:46])[C:36]2[N:37]=[CH:38][N:39]([CH2:42][C:43]([N:15]3[CH2:16][CH2:17][N:12]([S:9]([C:6]4[CH:7]=[CH:8][C:3]([Cl:2])=[CH:4][C:5]=4[N+:19]([O-:21])=[O:20])(=[O:11])=[O:10])[C:13](=[O:18])[CH2:14]3)=[O:44])[C:40]=2[N:41]=1)=[O:31])[C:23]1[CH:28]=[CH:27][CH:26]=[CH:25][CH:24]=1, predict the reactants needed to synthesize it. The reactants are: Cl.[Cl:2][C:3]1[CH:8]=[CH:7][C:6]([S:9]([N:12]2[CH2:17][CH2:16][NH:15][CH2:14][C:13]2=[O:18])(=[O:11])=[O:10])=[C:5]([N+:19]([O-:21])=[O:20])[CH:4]=1.[CH2:22]([O:29][C:30]([NH:32][C:33]1[NH:34][C:35](=[O:46])[C:36]2[N:37]=[CH:38][N:39]([CH2:42][C:43](O)=[O:44])[C:40]=2[N:41]=1)=[O:31])[C:23]1[CH:28]=[CH:27][CH:26]=[CH:25][CH:24]=1. (2) The reactants are: [CH2:1]([O:5][CH2:6][C:7]1[N:8]=[C:9]2[C:14]([C:15]([F:18])([F:17])[F:16])=[CH:13][CH:12]=[CH:11][N:10]2[CH:19]=1)[CH2:2][CH2:3][CH3:4].Br[C:21]1[CH:37]=[CH:36][C:24]([O:25][C:26]2[CH:31]=[CH:30][CH:29]=[C:28]([S:32]([CH3:35])(=[O:34])=[O:33])[CH:27]=2)=[CH:23][CH:22]=1. Given the product [CH2:1]([O:5][CH2:6][C:7]1[N:8]=[C:9]2[C:14]([C:15]([F:18])([F:16])[F:17])=[CH:13][CH:12]=[CH:11][N:10]2[C:19]=1[C:21]1[CH:22]=[CH:23][C:24]([O:25][C:26]2[CH:31]=[CH:30][CH:29]=[C:28]([S:32]([CH3:35])(=[O:34])=[O:33])[CH:27]=2)=[CH:36][CH:37]=1)[CH2:2][CH2:3][CH3:4], predict the reactants needed to synthesize it. (3) Given the product [Br:11][C:4]1[N:3]=[C:2]([N:16]2[CH2:17][CH2:18][CH:13]([CH3:12])[CH2:14][CH2:15]2)[C:7]([N+:8]([O-:10])=[O:9])=[CH:6][CH:5]=1, predict the reactants needed to synthesize it. The reactants are: Br[C:2]1[C:7]([N+:8]([O-:10])=[O:9])=[CH:6][CH:5]=[C:4]([Br:11])[N:3]=1.[CH3:12][CH:13]1[CH2:18][CH2:17][NH:16][CH2:15][CH2:14]1.C([O-])([O-])=O.[K+].[K+]. (4) Given the product [OH:24][NH:8][C:9]1([CH2:18][C:19]2[S:20][CH:21]=[CH:22][CH:23]=2)[C:10](=[O:17])[NH:11][C:12](=[O:16])[NH:13][C:14]1=[O:15], predict the reactants needed to synthesize it. The reactants are: C(OC([N:8]([OH:24])[C:9]1([CH2:18][C:19]2[S:20][CH:21]=[CH:22][CH:23]=2)[C:14](=[O:15])[NH:13][C:12](=[O:16])[NH:11][C:10]1=[O:17])=O)(C)(C)C. (5) Given the product [C:11]1([C:9]#[C:10][C:2]2[C:7]([NH2:8])=[CH:6][CH:5]=[CH:4][N:3]=2)[CH:16]=[CH:15][CH:14]=[CH:13][CH:12]=1, predict the reactants needed to synthesize it. The reactants are: Cl[C:2]1[C:7]([NH2:8])=[CH:6][CH:5]=[CH:4][N:3]=1.[C:9]([C:11]1[CH:16]=[CH:15][CH:14]=[CH:13][CH:12]=1)#[CH:10]. (6) Given the product [C:30]([C:27]1[CH:28]=[CH:29][C:24]([C:3]2[N:4]=[C:5]([N:10]3[CH2:15][CH2:14][CH:13]([NH:16][C:17](=[O:23])[O:18][C:19]([CH3:21])([CH3:20])[CH3:22])[CH2:12][CH2:11]3)[N:6]([CH3:9])[C:7](=[O:8])[C:2]=2[C:33]2[CH:38]=[CH:37][C:36]([CH3:39])=[CH:35][CH:34]=2)=[CH:25][CH:26]=1)#[N:31], predict the reactants needed to synthesize it. The reactants are: Cl[C:2]1[C:7](=[O:8])[N:6]([CH3:9])[C:5]([N:10]2[CH2:15][CH2:14][CH:13]([NH:16][C:17](=[O:23])[O:18][C:19]([CH3:22])([CH3:21])[CH3:20])[CH2:12][CH2:11]2)=[N:4][C:3]=1[C:24]1[CH:29]=[CH:28][C:27]([C:30]#[N:31])=[CH:26][CH:25]=1.B(O)(O)[C:33]1[CH:34]=[CH:35][C:36]([CH3:39])=[CH:37][CH:38]=1.C([O-])([O-])=O.[K+].[K+].